This data is from Reaction yield outcomes from USPTO patents with 853,638 reactions. The task is: Predict the reaction yield, written as a fraction of the theoretical maximum amount of product (1.0 means a 100% yield; for example, 0.34 means a 34% yield). The product is [F:10][C:11]1[CH:16]=[CH:15][C:14]([O:17][CH3:18])=[CH:13][C:12]=1[C:2]1[N:7]=[CH:6][C:5]([NH2:8])=[C:4]([CH3:9])[CH:3]=1. The reactants are Cl[C:2]1[N:7]=[CH:6][C:5]([NH2:8])=[C:4]([CH3:9])[CH:3]=1.[F:10][C:11]1[CH:16]=[CH:15][C:14]([O:17][CH3:18])=[CH:13][C:12]=1B(O)O. The yield is 0.760. No catalyst specified.